This data is from Full USPTO retrosynthesis dataset with 1.9M reactions from patents (1976-2016). The task is: Predict the reactants needed to synthesize the given product. (1) Given the product [C:22]([CH:21]([NH:20][C:10]([C:7]1[CH:6]=[C:5]([O:13][C@@H:14]([CH3:19])[C:15]([F:18])([F:17])[F:16])[C:4]([CH:1]2[CH2:2][CH2:3]2)=[CH:9][N:8]=1)=[O:12])[C:24]([CH3:27])([CH3:26])[CH3:25])#[N:23], predict the reactants needed to synthesize it. The reactants are: [CH:1]1([C:4]2[C:5]([O:13][C@@H:14]([CH3:19])[C:15]([F:18])([F:17])[F:16])=[CH:6][C:7]([C:10]([OH:12])=O)=[N:8][CH:9]=2)[CH2:3][CH2:2]1.[NH2:20][CH:21]([C:24]([CH3:27])([CH3:26])[CH3:25])[C:22]#[N:23]. (2) Given the product [Cl:1][C:2]1[N:7]=[C:6]([CH3:8])[C:5]2[C:9]([N:32]3[CH2:37][CH2:36][O:35][CH2:34][CH2:33]3)=[N:10][N:11]([C:12]([C:25]3[CH:30]=[CH:29][CH:28]=[CH:27][CH:26]=3)([C:19]3[CH:24]=[CH:23][CH:22]=[CH:21][CH:20]=3)[C:13]3[CH:18]=[CH:17][CH:16]=[CH:15][CH:14]=3)[C:4]=2[CH:3]=1, predict the reactants needed to synthesize it. The reactants are: [Cl:1][C:2]1[N:7]=[C:6]([CH3:8])[C:5]2[C:9](I)=[N:10][N:11]([C:12]([C:25]3[CH:30]=[CH:29][CH:28]=[CH:27][CH:26]=3)([C:19]3[CH:24]=[CH:23][CH:22]=[CH:21][CH:20]=3)[C:13]3[CH:18]=[CH:17][CH:16]=[CH:15][CH:14]=3)[C:4]=2[CH:3]=1.[NH:32]1[CH2:37][CH2:36][O:35][CH2:34][CH2:33]1.CC(C)([O-])C.[Na+].COC(C)(C)C. (3) Given the product [OH:1][C:2]1[CH:3]=[C:4]([CH:36]=[C:37]([NH:39][C:40]2[NH:45][CH2:44][CH:43]([OH:46])[CH2:42][N:41]=2)[CH:38]=1)[C:5]([NH:7][CH2:8][C:9]([NH:11][C@H:12]([C:19]1[CH:24]=[C:23]([C:25]([F:27])([F:28])[F:26])[CH:22]=[C:21]([C:29]([OH:35])([CH3:34])[C:30]([F:31])([F:32])[F:33])[CH:20]=1)[CH2:13][C:14]([OH:16])=[O:15])=[O:10])=[O:6], predict the reactants needed to synthesize it. The reactants are: [OH:1][C:2]1[CH:3]=[C:4]([CH:36]=[C:37]([NH:39][C:40]2[NH:41][CH2:42][CH:43]([OH:46])[CH2:44][N:45]=2)[CH:38]=1)[C:5]([NH:7][CH2:8][C:9]([NH:11][C@H:12]([C:19]1[CH:24]=[C:23]([C:25]([F:28])([F:27])[F:26])[CH:22]=[C:21]([C:29]([OH:35])([CH3:34])[C:30]([F:33])([F:32])[F:31])[CH:20]=1)[CH2:13][C:14]([O:16]CC)=[O:15])=[O:10])=[O:6].O.[OH-].[Li+].ClCCl. (4) Given the product [N+:1]([C:4]1[CH:13]=[CH:12][CH:11]=[C:10]2[C:5]=1[CH2:6][CH2:7][CH2:8][C:9]2=[N:19][OH:20])([O-:3])=[O:2], predict the reactants needed to synthesize it. The reactants are: [N+:1]([C:4]1[CH:13]=[CH:12][CH:11]=[C:10]2[C:5]=1[CH2:6][CH2:7][CH2:8][C:9]2=O)([O-:3])=[O:2].C(O)C.Cl.[NH2:19][OH:20]. (5) Given the product [CH3:33][N:34]([C@@H:35]([C:37]1[O:38][C:39]2[CH:46]=[CH:45][CH:44]=[CH:43][C:40]=2[C:41]=1[CH3:42])[CH3:36])[C:20](=[O:22])/[CH:19]=[CH:18]/[C:16]1[CH:15]=[N:14][C:12]2[NH:13][C:7](=[O:6])[CH2:8][O:9][CH2:10][C:11]=2[CH:17]=1, predict the reactants needed to synthesize it. The reactants are: C(Cl)CCl.Cl.[O:6]=[C:7]1[NH:13][C:12]2[N:14]=[CH:15][C:16](/[CH:18]=[CH:19]/[C:20]([OH:22])=O)=[CH:17][C:11]=2[CH2:10][O:9][CH2:8]1.C1C=CC2N(O)N=NC=2C=1.[CH3:33][NH:34][C@@H:35]([C:37]1[O:38][C:39]2[CH:46]=[CH:45][CH:44]=[CH:43][C:40]=2[C:41]=1[CH3:42])[CH3:36].C(N(C(C)C)C(C)C)C. (6) Given the product [Br:24][CH2:12][CH2:11][N:7]1[C:8]2[CH:9]=[CH:10][C:2]([Cl:1])=[CH:3][C:4]=2[C:5]2[CH2:17][N:16]([CH3:18])[CH2:15][CH2:14][C:6]1=2, predict the reactants needed to synthesize it. The reactants are: [Cl:1][C:2]1[CH:10]=[CH:9][C:8]2[N:7]([CH2:11][CH2:12]O)[C:6]3[CH2:14][CH2:15][N:16]([CH3:18])[CH2:17][C:5]=3[C:4]=2[CH:3]=1.C(=O)(O)[O-].[Na+].[BrH:24]. (7) Given the product [CH3:28][C:29]1[CH:30]=[CH:31][C:32]([CH2:35][O:1][C:2]2[CH:7]=[CH:6][N:5]([CH2:8][CH2:9][C:10]3[CH:26]=[CH:25][C:13]4[CH2:14][CH2:15][N:16]([C:19](=[O:24])[C:20]([F:21])([F:22])[F:23])[CH2:17][CH2:18][C:12]=4[CH:11]=3)[C:4](=[O:27])[CH:3]=2)=[N:33][CH:34]=1, predict the reactants needed to synthesize it. The reactants are: [OH:1][C:2]1[CH:7]=[CH:6][N:5]([CH2:8][CH2:9][C:10]2[CH:26]=[CH:25][C:13]3[CH2:14][CH2:15][N:16]([C:19](=[O:24])[C:20]([F:23])([F:22])[F:21])[CH2:17][CH2:18][C:12]=3[CH:11]=2)[C:4](=[O:27])[CH:3]=1.[CH3:28][C:29]1[CH:30]=[CH:31][C:32]([CH2:35]O)=[N:33][CH:34]=1.C1(P(C2C=CC=CC=2)C2C=CC=CC=2)C=CC=CC=1.N(C(OC(C)C)=O)=NC(OC(C)C)=O.